This data is from Reaction yield outcomes from USPTO patents with 853,638 reactions. The task is: Predict the reaction yield, written as a fraction of the theoretical maximum amount of product (1.0 means a 100% yield; for example, 0.34 means a 34% yield). (1) The reactants are [CH2:1]([C:5]1[N:6]=[C:7]([CH3:27])[NH:8][C:9](=[O:26])[C:10]=1[CH2:11][C:12]1[CH:17]=[CH:16][C:15]([C:18]2[C:19]([C:24]#[N:25])=[CH:20][CH:21]=[CH:22][CH:23]=2)=[CH:14][CH:13]=1)[CH2:2][CH2:3][CH3:4].[H-].[Na+].CN(C)C=O.[Cl:35][C:36]1[S:37][C:38]([CH2:41]Cl)=[CH:39][CH:40]=1. The catalyst is C(OCC)(=O)C. The product is [CH2:1]([C:5]1[N:6]=[C:7]([CH3:27])[N:8]([CH2:41][C:38]2[S:37][C:36]([Cl:35])=[CH:40][CH:39]=2)[C:9](=[O:26])[C:10]=1[CH2:11][C:12]1[CH:17]=[CH:16][C:15]([C:18]2[C:19]([C:24]#[N:25])=[CH:20][CH:21]=[CH:22][CH:23]=2)=[CH:14][CH:13]=1)[CH2:2][CH2:3][CH3:4]. The yield is 0.450. (2) The reactants are [BH4-].[Li+].[F:3][C:4]1[C:9]([F:10])=[CH:8][CH:7]=[CH:6][C:5]=1[C@@H:11]1[CH2:21][CH2:20][C@@H:19]([O:22][Si:23]([CH:30]([CH3:32])[CH3:31])([CH:27]([CH3:29])[CH3:28])[CH:24]([CH3:26])[CH3:25])[C:14]2=[N:15][CH:16]=[CH:17][CH:18]=[C:13]2[C:12]1=[O:33]. The catalyst is COC1CCCC1. The product is [F:3][C:4]1[C:9]([F:10])=[CH:8][CH:7]=[CH:6][C:5]=1[C@@H:11]1[CH2:21][CH2:20][C@@H:19]([O:22][Si:23]([CH:27]([CH3:29])[CH3:28])([CH:30]([CH3:32])[CH3:31])[CH:24]([CH3:25])[CH3:26])[C:14]2=[N:15][CH:16]=[CH:17][CH:18]=[C:13]2[C@H:12]1[OH:33]. The yield is 0.650. (3) The reactants are [CH2:1]([O:3][C:4]1[CH:9]=[C:8](Br)[CH:7]=[CH:6][C:5]=1[N+:11]([O-:13])=[O:12])[CH3:2].[N:14]1[CH:19]=[CH:18][C:17](B(O)O)=[CH:16][CH:15]=1.C([O-])([O-])=O.[K+].[K+].O. The catalyst is CN(C)C(=O)C.C1C=CC(P(C2C=CC=CC=2)[C-]2C=CC=C2)=CC=1.C1C=CC(P(C2C=CC=CC=2)[C-]2C=CC=C2)=CC=1.Cl[Pd]Cl.[Fe+2].CC(O)=O. The product is [CH2:1]([O:3][C:4]1[CH:9]=[C:8]([C:17]2[CH:18]=[CH:19][N:14]=[CH:15][CH:16]=2)[CH:7]=[CH:6][C:5]=1[N+:11]([O-:13])=[O:12])[CH3:2]. The yield is 0.775. (4) The reactants are [CH3:1][O:2][C:3]1[C:8]2[N:9]=[C:10]([NH2:12])[S:11][C:7]=2[C:6]([N:13]2[CH2:18][CH2:17][O:16][CH2:15][CH2:14]2)=[CH:5][CH:4]=1.C(N(C(C)C)C(C)C)C.[Cl:28][C:29]1[CH:30]=[C:31]([CH:35]=[C:36]([CH3:38])[N:37]=1)[C:32](Cl)=[O:33].CO. The catalyst is C1COCC1.ClCCl. The product is [Cl:28][C:29]1[CH:30]=[C:31]([CH:35]=[C:36]([CH3:38])[N:37]=1)[C:32]([NH:12][C:10]1[S:11][C:7]2[C:6]([N:13]3[CH2:18][CH2:17][O:16][CH2:15][CH2:14]3)=[CH:5][CH:4]=[C:3]([O:2][CH3:1])[C:8]=2[N:9]=1)=[O:33]. The yield is 0.760. (5) The reactants are [F:1][C:2]1[CH:3]=[C:4]([C:8]2[N:9]=[C:10]([NH2:21])[C:11]([NH2:20])=[N:12][C:13]=2[C:14]2[CH:19]=[CH:18][N:17]=[CH:16][CH:15]=2)[CH:5]=[CH:6][CH:7]=1.O.[C:23](OC(=O)C)(=O)[CH3:24]. No catalyst specified. The product is [F:1][C:2]1[CH:3]=[C:4]([C:8]2[N:9]=[C:10]3[NH:21][C:23]([CH3:24])=[N:20][C:11]3=[N:12][C:13]=2[C:14]2[CH:19]=[CH:18][N:17]=[CH:16][CH:15]=2)[CH:5]=[CH:6][CH:7]=1. The yield is 0.520.